Dataset: Full USPTO retrosynthesis dataset with 1.9M reactions from patents (1976-2016). Task: Predict the reactants needed to synthesize the given product. (1) Given the product [C:23]([O:1][CH:2]([C:8]1[N:9]([C:17]2[CH:22]=[CH:21][CH:20]=[CH:19][CH:18]=2)[C:10]2[C:15]([CH:16]=1)=[CH:14][CH:13]=[CH:12][CH:11]=2)[C:3]([O:5][CH2:6][CH3:7])=[O:4])([CH3:26])([CH3:25])[CH3:24], predict the reactants needed to synthesize it. The reactants are: [OH:1][CH:2]([C:8]1[N:9]([C:17]2[CH:22]=[CH:21][CH:20]=[CH:19][CH:18]=2)[C:10]2[C:15]([CH:16]=1)=[CH:14][CH:13]=[CH:12][CH:11]=2)[C:3]([O:5][CH2:6][CH3:7])=[O:4].[C:23](Br)([CH3:26])([CH3:25])[CH3:24]. (2) Given the product [OH:33][C:30]([C:42]1[N:54]=[CH:52][C:53]([C:2]2[N:3]=[C:4]3[N:11]([CH2:12][CH2:13][N:14]4[CH2:19][CH2:18][O:17][CH2:16][CH2:15]4)[CH2:10][C:9](=[O:20])[NH:8][C:5]3=[N:6][CH:7]=2)=[CH:41][CH:40]=1)([CH3:44])[CH3:31], predict the reactants needed to synthesize it. The reactants are: Br[C:2]1[N:3]=[C:4]2[N:11]([CH2:12][CH2:13][N:14]3[CH2:19][CH2:18][O:17][CH2:16][CH2:15]3)[CH2:10][C:9](=[O:20])[NH:8][C:5]2=[N:6][CH:7]=1.BrC1C(N[C:30](=[O:33])[CH2:31]I)=NC=C(Br)N=1.C(N([CH:40]([CH3:42])[CH3:41])CC)(C)C.O1CCN(CCN)C[CH2:44]1.[C:52](#[N:54])[CH3:53].